Dataset: Reaction yield outcomes from USPTO patents with 853,638 reactions. Task: Predict the reaction yield, written as a fraction of the theoretical maximum amount of product (1.0 means a 100% yield; for example, 0.34 means a 34% yield). (1) The catalyst is CN(C=O)C. The yield is 0.220. The product is [CH2:17]([NH:5][CH2:4][C:3]([O:2][CH3:1])=[O:6])[CH2:18][CH2:19][CH2:20][CH2:21][CH2:22][CH2:23][CH3:24]. The reactants are [CH3:1][O:2][C:3](=[O:6])[CH2:4][NH2:5].CCN(C(C)C)C(C)C.Br[CH2:17][CH2:18][CH2:19][CH2:20][CH2:21][CH2:22][CH2:23][CH3:24].S([O-])([O-])(=O)=O.[Mg+2]. (2) The reactants are [F:1][C:2]([F:40])([F:39])[C@H:3]([N:26]1[CH2:30][CH2:29][C@H:28]([NH:31][C:32](=[O:38])[O:33][C:34]([CH3:37])([CH3:36])[CH3:35])[CH2:27]1)[C:4]1[CH:5]=[N:6][C:7]([NH:10]/[N:11]=[CH:12]/[C:13]2[CH:22]=[CH:21][C:20]3[C:15](=[C:16]([O:24][CH3:25])[CH:17]=[C:18]([F:23])[CH:19]=3)[N:14]=2)=[CH:8][CH:9]=1.C(O)(=O)C.C(O)(=O)C.I(C1C=CC=CC=1)=O. The catalyst is C(Cl)Cl. The product is [F:40][C:2]([F:1])([F:39])[C@H:3]([N:26]1[CH2:30][CH2:29][C@H:28]([NH:31][C:32](=[O:38])[O:33][C:34]([CH3:35])([CH3:36])[CH3:37])[CH2:27]1)[C:4]1[CH:9]=[CH:8][C:7]2[N:6]([C:12]([C:13]3[CH:22]=[CH:21][C:20]4[C:15](=[C:16]([O:24][CH3:25])[CH:17]=[C:18]([F:23])[CH:19]=4)[N:14]=3)=[N:11][N:10]=2)[CH:5]=1. The yield is 0.632. (3) The reactants are [NH:1]1[CH2:6][CH2:5][CH:4]([CH2:7][OH:8])[CH2:3][CH2:2]1.[Si](Cl)(C(C)(C)C)(C)[CH3:10].C(N(CC)CC)C.C(=O)([O-])[O-].[K+].[K+].C=O.[Cl-].[Mg+2].[Cl-].[CH3:35][O:36][C:37](=[C:43]1[CH2:48][CH2:47][O:46][CH2:45][CH2:44]1)[O:38][Si](C)(C)C.Cl. The catalyst is ClCCl.CN(C)C1C=CN=CC=1.C(#N)C.C(O)C.O. The product is [OH:8][CH2:7][CH:4]1[CH2:5][CH2:6][N:1]([CH2:10][C:43]2([C:37]([O:36][CH3:35])=[O:38])[CH2:48][CH2:47][O:46][CH2:45][CH2:44]2)[CH2:2][CH2:3]1. The yield is 0.410. (4) The reactants are [C:1]([O:5][C:6]([NH:8][C@H:9]([C:14]([OH:16])=[O:15])[CH2:10][CH2:11][S:12][CH3:13])=[O:7])([CH3:4])([CH3:3])[CH3:2].O[CH:18]1[CH2:23][CH2:22][N:21]([CH3:24])[CH2:20][CH2:19]1.C(Cl)CCl. The catalyst is CN(C1C=CN=CC=1)C.ClCCl. The product is [C:1]([O:5][C:6]([NH:8][CH:9]([CH2:10][CH2:11][S:12][CH3:13])[C:14]([O:16][CH:18]1[CH2:23][CH2:22][N:21]([CH3:24])[CH2:20][CH2:19]1)=[O:15])=[O:7])([CH3:4])([CH3:2])[CH3:3]. The yield is 0.560. (5) The reactants are C([Mg]Cl)(C)C.[Cl:6][C:7]1[N:17]=[CH:16][C:15]2[O:14][CH2:13][CH2:12][N:11]3[C:18](I)=[C:19]([I:21])[N:20]=[C:10]3[C:9]=2[CH:8]=1.[NH4+].[Cl-]. The catalyst is O1CCCC1. The product is [Cl:6][C:7]1[N:17]=[CH:16][C:15]2[O:14][CH2:13][CH2:12][N:11]3[CH:18]=[C:19]([I:21])[N:20]=[C:10]3[C:9]=2[CH:8]=1. The yield is 0.985.